Dataset: Full USPTO retrosynthesis dataset with 1.9M reactions from patents (1976-2016). Task: Predict the reactants needed to synthesize the given product. Given the product [C:14]([O:18][CH2:19][C:20]1[CH:25]=[CH:24][CH:23]=[CH:22][CH:21]=1)(=[O:17])[CH:15]=[CH2:16].[C:14]([O:18][CH2:19][CH2:20][CH2:21][CH3:22])(=[O:17])[CH:15]=[CH2:16], predict the reactants needed to synthesize it. The reactants are: C(O)(=O)C=C.C(OCCO)(=O)C=C.[C:14]([O:18][CH2:19][C:20]1[CH:25]=[CH:24][CH:23]=[CH:22][CH:21]=1)(=[O:17])[CH:15]=[CH2:16].